Dataset: Forward reaction prediction with 1.9M reactions from USPTO patents (1976-2016). Task: Predict the product of the given reaction. Given the reactants [CH:1]1([CH2:7][CH2:8][O:9][C:10]2[C:31]([O:32][CH3:33])=[CH:30][C:13]3[C:14]4[N:19]([CH:20]([CH2:22][CH3:23])[CH2:21][C:12]=3[CH:11]=2)[CH:18]=[C:17]([C:24]([O:26]CC)=[O:25])[C:16](=[O:29])[CH:15]=4)[CH2:6][CH2:5][CH2:4][CH2:3][CH2:2]1.[OH-].[Na+].Cl, predict the reaction product. The product is: [CH:1]1([CH2:7][CH2:8][O:9][C:10]2[C:31]([O:32][CH3:33])=[CH:30][C:13]3[C:14]4[N:19]([CH:20]([CH2:22][CH3:23])[CH2:21][C:12]=3[CH:11]=2)[CH:18]=[C:17]([C:24]([OH:26])=[O:25])[C:16](=[O:29])[CH:15]=4)[CH2:6][CH2:5][CH2:4][CH2:3][CH2:2]1.